Dataset: Peptide-MHC class I binding affinity with 185,985 pairs from IEDB/IMGT. Task: Regression. Given a peptide amino acid sequence and an MHC pseudo amino acid sequence, predict their binding affinity value. This is MHC class I binding data. (1) The MHC is HLA-A02:11 with pseudo-sequence HLA-A02:11. The peptide sequence is NPANKEESI. The binding affinity (normalized) is 0.0847. (2) The peptide sequence is LQAGFFLLTR. The MHC is HLA-A31:01 with pseudo-sequence HLA-A31:01. The binding affinity (normalized) is 0.747. (3) The peptide sequence is VTNRHEEKF. The MHC is HLA-B53:01 with pseudo-sequence HLA-B53:01. The binding affinity (normalized) is 0.213. (4) The peptide sequence is QLKGMSYSM. The MHC is HLA-B15:01 with pseudo-sequence HLA-B15:01. The binding affinity (normalized) is 0.631. (5) The peptide sequence is TIHHASAPL. The MHC is HLA-A24:02 with pseudo-sequence HLA-A24:02. The binding affinity (normalized) is 0.00586. (6) The peptide sequence is RCPLCKYPL. The MHC is H-2-Kb with pseudo-sequence H-2-Kb. The binding affinity (normalized) is 0.251. (7) The peptide sequence is EVHYSGINY. The MHC is HLA-A02:03 with pseudo-sequence HLA-A02:03. The binding affinity (normalized) is 0.0847. (8) The peptide sequence is TSDYINTSL. The MHC is HLA-B48:01 with pseudo-sequence HLA-B48:01. The binding affinity (normalized) is 0.0847.